From a dataset of Catalyst prediction with 721,799 reactions and 888 catalyst types from USPTO. Predict which catalyst facilitates the given reaction. Product: [NH2:16][C:13]1[N:12]=[CH:11][C:10]([NH:9][C:7](=[O:8])[C:6]2[CH:17]=[C:2]([NH:1][C:24]([C:23]3[CH:27]=[CH:28][CH:29]=[C:21]([C:20]([F:19])([F:30])[F:31])[CH:22]=3)=[O:25])[CH:3]=[CH:4][C:5]=2[CH3:18])=[CH:15][N:14]=1. Reactant: [NH2:1][C:2]1[CH:3]=[CH:4][C:5]([CH3:18])=[C:6]([CH:17]=1)[C:7]([NH:9][C:10]1[CH:11]=[N:12][C:13]([NH2:16])=[N:14][CH:15]=1)=[O:8].[F:19][C:20]([F:31])([F:30])[C:21]1[CH:22]=[C:23]([CH:27]=[CH:28][CH:29]=1)[C:24](Cl)=[O:25].CCN(CC)CC. The catalyst class is: 2.